This data is from Full USPTO retrosynthesis dataset with 1.9M reactions from patents (1976-2016). The task is: Predict the reactants needed to synthesize the given product. (1) Given the product [CH2:15]([Si:16]([O:21][CH3:22])([O:19][CH3:20])[O:17][CH3:18])[CH2:14][CH3:13].[C:1]([NH:9][C:10]([NH2:12])=[S:11])(=[O:8])[C:2]1[CH:7]=[CH:6][CH:5]=[CH:4][CH:3]=1, predict the reactants needed to synthesize it. The reactants are: [C:1]([N:9]=[C:10]=[S:11])(=[O:8])[C:2]1[CH:7]=[CH:6][CH:5]=[CH:4][CH:3]=1.[NH2:12][CH2:13][CH2:14][CH2:15][Si:16]([O:21][CH3:22])([O:19][CH3:20])[O:17][CH3:18]. (2) The reactants are: C(=O)([O-])[O-].[Cs+].[Cs+].I[CH2:8][CH3:9].[N:10]1[C:15]2[NH:16][C:17]3[C:22]([C:14]=2[CH:13]=[C:12]([C:23]#[N:24])[CH:11]=1)=[CH:21][CH:20]=[CH:19][CH:18]=3. Given the product [CH2:8]([N:16]1[C:17]2[C:22](=[CH:21][CH:20]=[CH:19][CH:18]=2)[C:14]2[CH:13]=[C:12]([C:23]#[N:24])[CH:11]=[N:10][C:15]1=2)[CH3:9], predict the reactants needed to synthesize it.